This data is from NCI-60 drug combinations with 297,098 pairs across 59 cell lines. The task is: Regression. Given two drug SMILES strings and cell line genomic features, predict the synergy score measuring deviation from expected non-interaction effect. Drug 1: COC1=CC(=CC(=C1O)OC)C2C3C(COC3=O)C(C4=CC5=C(C=C24)OCO5)OC6C(C(C7C(O6)COC(O7)C8=CC=CS8)O)O. Drug 2: CCC1=C2CN3C(=CC4=C(C3=O)COC(=O)C4(CC)O)C2=NC5=C1C=C(C=C5)O. Cell line: A549. Synergy scores: CSS=53.9, Synergy_ZIP=-3.26, Synergy_Bliss=-0.432, Synergy_Loewe=2.76, Synergy_HSA=4.63.